From a dataset of Reaction yield outcomes from USPTO patents with 853,638 reactions. Predict the reaction yield, written as a fraction of the theoretical maximum amount of product (1.0 means a 100% yield; for example, 0.34 means a 34% yield). The reactants are [CH3:1][O:2][C:3](=[O:21])[CH2:4][C:5]1([N:11]2[C:15]3[CH:16]=[CH:17][CH:18]=[CH:19][C:14]=3[NH:13][C:12]2=[O:20])[CH2:10][CH2:9][CH2:8][CH2:7][CH2:6]1.[I-].[CH3:23][N:24]1[C:32]2[C:27](=[C:28]([CH3:33])[CH:29]=[CH:30][CH:31]=2)[C:26]([CH2:34][N+](C)(C)C)=[CH:25]1.C([O-])([O-])=O.[K+].[K+]. The catalyst is CN(C=O)C.CCOC(C)=O. The product is [CH3:1][O:2][C:3](=[O:21])[CH2:4][C:5]1([N:11]2[C:15]3[CH:16]=[CH:17][CH:18]=[CH:19][C:14]=3[N:13]([CH2:34][CH:26]3[C:27]4[C:32](=[CH:31][CH:30]=[CH:29][C:28]=4[CH3:33])[N:24]([CH3:23])[CH2:25]3)[C:12]2=[O:20])[CH2:10][CH2:9][CH2:8][CH2:7][CH2:6]1. The yield is 0.740.